Binary Classification. Given a drug SMILES string, predict its activity (active/inactive) in a high-throughput screening assay against a specified biological target. From a dataset of HIV replication inhibition screening data with 41,000+ compounds from the AIDS Antiviral Screen. (1) The molecule is C#CCN(N=O)C(=O)ON1C(=O)CCC1=O. The result is 0 (inactive). (2) The result is 0 (inactive). The compound is Cc1cc(S(=O)(=O)N=c2nc(Nc3ccc(Cl)cc3)[nH]n2C)c(S)cc1Cl. (3) The molecule is Br.CN(C)c1nc(=NCc2cccs2)ss1. The result is 0 (inactive). (4) The molecule is O=C1O[Al]23(OC1=O)(OC(=O)C(=O)O2)OC(=O)C(=O)O3. The result is 0 (inactive). (5) The result is 0 (inactive). The compound is O=C1C(=Cc2ccc(O)cc2)CCc2ccccc21. (6) The compound is CCOC(=O)N1CCN(c2c(N)nc(C)nc2O)CC1. The result is 0 (inactive). (7) The molecule is C=C(C)C1Cc2c(cc3c(c2O)c(=O)c2ccccc2n3C)O1. The result is 0 (inactive). (8) The compound is NCS(=O)(=O)O. The result is 0 (inactive).